This data is from Forward reaction prediction with 1.9M reactions from USPTO patents (1976-2016). The task is: Predict the product of the given reaction. (1) Given the reactants Cl[C:2]1[C:11]2[C:6](=[CH:7][C:8]([F:13])=[CH:9][C:10]=2[F:12])[N:5]=[C:4]([C:14]2[CH:15]=[C:16]3[C:20](=[CH:21][CH:22]=2)[N:19]([CH3:23])[CH:18]=[CH:17]3)[C:3]=1[CH3:24].[CH3:25][C:26]1([CH3:41])[C:30]2=[N:31][CH:32]=[C:33]([N:35]3[CH2:40][CH2:39][O:38][CH2:37][CH2:36]3)[CH:34]=[C:29]2[NH:28][CH2:27]1.C1(P(C2CCCCC2)C2C=CC=CC=2C2C(C(C)C)=CC(C(C)C)=CC=2C(C)C)CCCCC1.CC(C)([O-])C.[Na+], predict the reaction product. The product is: [CH3:25][C:26]1([CH3:41])[C:30]2=[N:31][CH:32]=[C:33]([N:35]3[CH2:40][CH2:39][O:38][CH2:37][CH2:36]3)[CH:34]=[C:29]2[N:28]([C:2]2[C:11]3[C:6](=[CH:7][C:8]([F:13])=[CH:9][C:10]=3[F:12])[N:5]=[C:4]([C:14]3[CH:15]=[C:16]4[C:20](=[CH:21][CH:22]=3)[N:19]([CH3:23])[CH:18]=[CH:17]4)[C:3]=2[CH3:24])[CH2:27]1. (2) Given the reactants [OH:1][C:2]1[C:11]2[C:6](=[CH:7][CH:8]=[CH:9][CH:10]=2)[C:5]([CH3:18])([CH2:12][CH2:13][C@@H:14]([CH3:17])[CH2:15][CH3:16])[C:4](=[O:19])[C:3]=1[C:20]1[NH:25][C:24]2[CH:26]=[CH:27][C:28]([NH:30][S:31]([CH3:34])(=[O:33])=[O:32])=[CH:29][C:23]=2[S:22](=[O:36])(=[O:35])[N:21]=1.[OH-].[Na+:38], predict the reaction product. The product is: [CH3:18][C:5]1([CH2:12][CH2:13][C@@H:14]([CH3:17])[CH2:15][CH3:16])[C:6]2[C:11](=[CH:10][CH:9]=[CH:8][CH:7]=2)[C:2]([O-:1])=[C:3]([C:20]2[NH:25][C:24]3[CH:26]=[CH:27][C:28]([NH:30][S:31]([CH3:34])(=[O:33])=[O:32])=[CH:29][C:23]=3[S:22](=[O:36])(=[O:35])[N:21]=2)[C:4]1=[O:19].[Na+:38]. (3) Given the reactants [Cl:1][C:2]1[CH:3]=[C:4]([CH:7]=[CH:8][CH:9]=1)[CH:5]=O.S(O)(O)(=O)=O.[NH2:15][C:16]1[NH:17][CH:18]=[CH:19][N:20]=1.C(N(CC)CC)C.[BH4-].[Na+], predict the reaction product. The product is: [Cl:1][C:2]1[CH:3]=[C:4]([CH:7]=[CH:8][CH:9]=1)[CH2:5][NH:15][C:16]1[NH:17][CH:18]=[CH:19][N:20]=1.